Task: Predict the reaction yield, written as a fraction of the theoretical maximum amount of product (1.0 means a 100% yield; for example, 0.34 means a 34% yield).. Dataset: Reaction yield outcomes from USPTO patents with 853,638 reactions (1) The reactants are [NH2:1][C@H:2]([C:6]([OH:8])=[O:7])[C@@H:3]([CH3:5])[OH:4].[C:9]([O-:12])(O)=[O:10].[Na+].[C:14]1([CH2:20][CH2:21][CH2:22][CH2:23][CH2:24]C2C(=O)N(C([O-])=O)C=CC=2)[CH:19]=[CH:18][CH:17]=[CH:16][CH:15]=1. The catalyst is O.C1COCC1. The product is [C:14]1([CH2:20][CH2:21][CH2:22][CH2:23][CH2:24][O:12][C:9]([NH:1][C@@H:2]([C@H:3]([OH:4])[CH3:5])[C:6]([OH:8])=[O:7])=[O:10])[CH:19]=[CH:18][CH:17]=[CH:16][CH:15]=1. The yield is 0.880. (2) The reactants are [CH:1]1([C:7]2[S:8][CH:9]=[C:10]([C:12]3[CH:21]=[C:20]([OH:22])[C:19]4[C:14](=[C:15]([CH3:25])[C:16]([O:23][CH3:24])=[CH:17][CH:18]=4)[N:13]=3)[N:11]=2)[CH2:6][CH2:5][CH2:4][CH2:3][CH2:2]1.C(OC(C1CC(O)CC1C(=O)NC1(C(OCC)=O)CC1C=C)=O)(C)(C)C.[CH2:52]([O:54][C:55]([C:57]12[CH2:74][CH:73]1[CH:72]=[CH:71][CH2:70][CH2:69][CH2:68][CH2:67][N:66]([CH3:75])[C:65](=[O:76])[CH:64]1[CH:60]([CH2:61][CH:62](OC3C4C(=C(C)C(OC)=CC=4)N=C(C4C=CC=C(C)N=4)C=3)[CH2:63]1)[C:59](=[O:98])[NH:58]2)=[O:56])[CH3:53]. No catalyst specified. The product is [CH2:52]([O:54][C:55]([C:57]12[CH2:74][CH:73]1[CH:72]=[CH:71][CH2:70][CH2:69][CH2:68][CH2:67][N:66]([CH3:75])[C:65](=[O:76])[CH:64]1[CH:60]([CH2:61][CH:62]([O:22][C:20]3[C:19]4[C:14](=[C:15]([CH3:25])[C:16]([O:23][CH3:24])=[CH:17][CH:18]=4)[N:13]=[C:12]([C:10]4[N:11]=[C:7]([CH:1]5[CH2:2][CH2:3][CH2:4][CH2:5][CH2:6]5)[S:8][CH:9]=4)[CH:21]=3)[CH2:63]1)[C:59](=[O:98])[NH:58]2)=[O:56])[CH3:53]. The yield is 0.500. (3) The reactants are [H-].[Na+].C[Si](N[Si](C)(C)C)(C)C.[Br:12][C:13]1[CH:19]=[CH:18][C:16]([NH2:17])=[C:15]([N+:20]([O-:22])=[O:21])[CH:14]=1.[CH3:23][C:24]([O:27][C:28](O[C:28]([O:27][C:24]([CH3:26])([CH3:25])[CH3:23])=[O:29])=[O:29])([CH3:26])[CH3:25]. The catalyst is O1CCCC1.O. The product is [Br:12][C:13]1[CH:19]=[CH:18][C:16]([NH:17][C:28](=[O:29])[O:27][C:24]([CH3:26])([CH3:25])[CH3:23])=[C:15]([N+:20]([O-:22])=[O:21])[CH:14]=1. The yield is 0.720. (4) The reactants are [CH:1](=O)[CH2:2][CH3:3].S(=O)(=O)(O)O.[CH3:10][C:11]1[CH:16]=[C:15]([CH3:17])[CH:14]=[CH:13][C:12]=1[C:18]1[C:19]2[N:20]([C:24]([NH2:29])=[C:25]([CH2:27][CH3:28])[N:26]=2)[N:21]=[CH:22][CH:23]=1.[BH4-].[Na+].[OH-].[Na+].O1C[CH2:37][CH2:36][CH2:35]1. The catalyst is O. The product is [CH3:10][C:11]1[CH:16]=[C:15]([CH3:17])[CH:14]=[CH:13][C:12]=1[C:18]1[C:19]2[N:20]([C:24]([N:29]([CH2:35][CH2:36][CH3:37])[CH2:1][CH2:2][CH3:3])=[C:25]([CH2:27][CH3:28])[N:26]=2)[N:21]=[CH:22][CH:23]=1. The yield is 0.100. (5) The catalyst is O1CCCC1.C(OCC)(=O)C.C(OCC)C. The reactants are Cl[CH2:2][C:3]1[CH:4]=[C:5]([C:10]#[C:11][C:12]2[CH:13]=[N:14][CH:15]=[C:16]([CH:19]=2)[C:17]#[N:18])[CH:6]=[CH:7][C:8]=1[F:9].[CH3:20][NH:21][CH3:22]. The yield is 0.580. The product is [CH3:20][N:21]([CH2:2][C:3]1[CH:4]=[C:5]([C:10]#[C:11][C:12]2[CH:13]=[N:14][CH:15]=[C:16]([CH:19]=2)[C:17]#[N:18])[CH:6]=[CH:7][C:8]=1[F:9])[CH3:22]. (6) The reactants are [F:1][C:2]1[CH:7]=[C:6]([N+:8]([O-:10])=[O:9])[C:5]([F:11])=[CH:4][C:3]=1F.[NH:13]1[CH2:18][CH2:17][O:16][CH2:15][CH2:14]1.C([O-])([O-])=O.[K+].[K+]. The catalyst is CS(C)=O.CCOC(C)=O. The product is [F:1][C:2]1[CH:7]=[C:6]([N+:8]([O-:10])=[O:9])[C:5]([F:11])=[CH:4][C:3]=1[N:13]1[CH2:18][CH2:17][O:16][CH2:15][CH2:14]1. The yield is 0.630.